From a dataset of Full USPTO retrosynthesis dataset with 1.9M reactions from patents (1976-2016). Predict the reactants needed to synthesize the given product. Given the product [CH2:19]([NH:26][C:2]1[C:11]2[C:6](=[CH:7][CH:8]=[CH:9][CH:10]=2)[C:5]([CH2:12][C:13]2[CH:18]=[CH:17][N:16]=[CH:15][CH:14]=2)=[N:4][N:3]=1)[C:20]1[CH:25]=[CH:24][CH:23]=[CH:22][CH:21]=1, predict the reactants needed to synthesize it. The reactants are: Cl[C:2]1[C:11]2[C:6](=[CH:7][CH:8]=[CH:9][CH:10]=2)[C:5]([CH2:12][C:13]2[CH:18]=[CH:17][N:16]=[CH:15][CH:14]=2)=[N:4][N:3]=1.[CH2:19]([NH2:26])[C:20]1[CH:25]=[CH:24][CH:23]=[CH:22][CH:21]=1.C(=O)([O-])[O-].[K+].[K+].